Dataset: Cav3 T-type calcium channel HTS with 100,875 compounds. Task: Binary Classification. Given a drug SMILES string, predict its activity (active/inactive) in a high-throughput screening assay against a specified biological target. (1) The molecule is o1nc(nc1C1CCCCC1)c1ncccc1. The result is 0 (inactive). (2) The compound is s1c(Nc2ncccc2C)nc(c2cc(OC)c(OC)cc2)c1. The result is 0 (inactive). (3) The drug is S(CC(=O)c1[nH]c(c(c1C)C(OCC)=O)C)c1n(nnn1)c1ccccc1. The result is 0 (inactive). (4) The molecule is O=C1NCCNC1CC(=O)Nc1ccc(Oc2ccccc2)cc1. The result is 1 (active). (5) The molecule is Brc1cc(c2nc3c(c(C(OCC(=O)N4CCN(CC4)C(=O)c4occc4)=O)c2)cccc3)ccc1. The result is 0 (inactive). (6) The compound is S(=O)(=O)(c1c(n(CCc2cc(OC)c(OC)cc2)c2nc3c(nc12)cccc3)N)c1sccc1. The result is 0 (inactive). (7) The molecule is O=c1nc(NC2CCCCC2)[nH]nc1Cc1ccccc1. The result is 0 (inactive). (8) The drug is S(=O)(=O)(Cc1nc(nc(SC(C)C(OCC)=O)c1)c1ccccc1)c1ccccc1. The result is 1 (active). (9) The compound is OC(=O)C1N(CCC1)C(=O)c1ccc(OCC(C)C)cc1. The result is 0 (inactive).